The task is: Predict the reaction yield, written as a fraction of the theoretical maximum amount of product (1.0 means a 100% yield; for example, 0.34 means a 34% yield).. This data is from Reaction yield outcomes from USPTO patents with 853,638 reactions. (1) The reactants are [F:1][C:2]([F:29])([F:28])[C:3]1[N:8]2[N:9]=[CH:10][C:11]([C:12]#[C:13][Si](C)(C)C)=[C:7]2[N:6]=[C:5]([C:18]2[CH:23]=[CH:22][C:21]([C:24]([F:27])([F:26])[F:25])=[CH:20][CH:19]=2)[CH:4]=1.C([O-])([O-])=O.[K+].[K+]. The catalyst is C1COCC1.CO.CC(OC)(C)C. The product is [C:12]([C:11]1[CH:10]=[N:9][N:8]2[C:3]([C:2]([F:1])([F:29])[F:28])=[CH:4][C:5]([C:18]3[CH:23]=[CH:22][C:21]([C:24]([F:27])([F:26])[F:25])=[CH:20][CH:19]=3)=[N:6][C:7]=12)#[CH:13]. The yield is 0.890. (2) The reactants are [N:1]1[CH:6]=[CH:5][CH:4]=[C:3]([CH:7]=[O:8])[CH:2]=1.[CH2:9](O)[CH2:10][OH:11].O. The catalyst is C1(C)C=CC=CC=1.C1(C)C=CC(S(O)(=O)=O)=CC=1. The product is [O:8]1[CH2:9][CH2:10][O:11][CH:7]1[C:3]1[CH:2]=[N:1][CH:6]=[CH:5][CH:4]=1. The yield is 0.890. (3) The reactants are [CH2:1]([O:8][C:9]([N:11]1[CH2:16][CH:15]=[C:14]([C:17]2[CH:22]=[C:21]([CH2:23]O)[CH:20]=[CH:19][C:18]=2[C:25]([F:28])([F:27])[F:26])[CH2:13][CH2:12]1)=[O:10])[C:2]1[CH:7]=[CH:6][CH:5]=[CH:4][CH:3]=1.C(N(CC)CC)C.C1(P([N:50]=[N+:51]=[N-:52])(C2C=CC=CC=2)=O)C=CC=CC=1. The product is [CH2:1]([O:8][C:9]([N:11]1[CH2:16][CH:15]=[C:14]([C:17]2[CH:22]=[C:21]([CH2:23][N:50]=[N+:51]=[N-:52])[CH:20]=[CH:19][C:18]=2[C:25]([F:28])([F:27])[F:26])[CH2:13][CH2:12]1)=[O:10])[C:2]1[CH:7]=[CH:6][CH:5]=[CH:4][CH:3]=1. The catalyst is C1COCC1. The yield is 0.340. (4) The reactants are [F:1][C:2]1[CH:30]=[C:29]([N+:31]([O-:33])=[O:32])[CH:28]=[CH:27][C:3]=1[O:4][C:5]1[CH:10]=[CH:9][N:8]=[C:7]2[CH:11]=[C:12]([C:14]3[CH2:19][CH2:18][N:17](C(OC(C)(C)C)=O)[CH2:16][CH:15]=3)[S:13][C:6]=12. The catalyst is C(Cl)Cl. The product is [F:1][C:2]1[CH:30]=[C:29]([N+:31]([O-:33])=[O:32])[CH:28]=[CH:27][C:3]=1[O:4][C:5]1[CH:10]=[CH:9][N:8]=[C:7]2[CH:11]=[C:12]([C:14]3[CH2:19][CH2:18][NH:17][CH2:16][CH:15]=3)[S:13][C:6]=12. The yield is 1.00. (5) The reactants are [N:1]12[CH2:8][CH2:7][CH:4]([CH2:5][CH2:6]1)[C@@H:3]([O:9][C:10](=[O:40])[NH:11][CH:12]([C:19]1[CH:24]=[C:23](Br)[CH:22]=[C:21]([O:26][CH2:27][CH2:28][CH2:29][CH2:30][CH2:31][CH2:32][CH2:33][CH2:34][CH:35]3[O:39][CH2:38][CH2:37][O:36]3)[CH:20]=1)[C:13]1[CH:18]=[CH:17][CH:16]=[CH:15][CH:14]=1)[CH2:2]2.[C:41]1(B(O)O)[CH:46]=[CH:45][CH:44]=[CH:43][CH:42]=1.C(=O)([O-])[O-].[Na+].[Na+]. The catalyst is C1(C)C=CC=CC=1.O.C1C=CC([P]([Pd]([P](C2C=CC=CC=2)(C2C=CC=CC=2)C2C=CC=CC=2)([P](C2C=CC=CC=2)(C2C=CC=CC=2)C2C=CC=CC=2)[P](C2C=CC=CC=2)(C2C=CC=CC=2)C2C=CC=CC=2)(C2C=CC=CC=2)C2C=CC=CC=2)=CC=1. The product is [N:1]12[CH2:8][CH2:7][CH:4]([CH2:5][CH2:6]1)[C@@H:3]([O:9][C:10](=[O:40])[NH:11][CH:12]([C:19]1[CH:24]=[C:23]([C:41]3[CH:46]=[CH:45][CH:44]=[CH:43][CH:42]=3)[CH:22]=[C:21]([O:26][CH2:27][CH2:28][CH2:29][CH2:30][CH2:31][CH2:32][CH2:33][CH2:34][CH:35]3[O:39][CH2:38][CH2:37][O:36]3)[CH:20]=1)[C:13]1[CH:18]=[CH:17][CH:16]=[CH:15][CH:14]=1)[CH2:2]2. The yield is 0.710. (6) The reactants are [C:1]([O:5][C:6](=[O:25])[NH:7][C@H:8]([CH2:21][CH:22]([CH3:24])[CH3:23])[C:9]([NH:11][C:12]1[CH:17]=[CH:16][C:15]([Br:18])=[CH:14][C:13]=1[C:19]#[N:20])=[O:10])([CH3:4])([CH3:3])[CH3:2].[N-:26]=[N+:27]=[N-:28].[Na+].[Cl-].[NH4+]. The catalyst is CN(C=O)C. The product is [C:1]([O:5][C:6](=[O:25])[NH:7][C@H:8]([CH2:21][CH:22]([CH3:23])[CH3:24])[C:9]([NH:11][C:12]1[CH:17]=[CH:16][C:15]([Br:18])=[CH:14][C:13]=1[C:19]1[N:26]=[N:27][NH:28][N:20]=1)=[O:10])([CH3:4])([CH3:3])[CH3:2]. The yield is 0.910. (7) The reactants are S(O)(O)(=O)=O.[NH2:6][C:7]1[NH:8][CH:9]=[CH:10][N:11]=1.C(=O)([O-])[O-].[K+].[K+].Cl.Cl[CH2:20][CH2:21][N:22]1[CH2:27][CH2:26][CH2:25][CH2:24][CH2:23]1. The catalyst is CN(C=O)C. The product is [N:22]1([CH2:21][CH2:20][N:8]2[CH:9]=[CH:10][N:11]=[C:7]2[NH2:6])[CH2:27][CH2:26][CH2:25][CH2:24][CH2:23]1. The yield is 0.110. (8) The reactants are [SH:1][C:2]1[CH:7]=[CH:6][N:5]=[CH:4][CH:3]=1.F[C:9]1[CH:14]=[CH:13][CH:12]=[CH:11][C:10]=1[N+:15]([O-:17])=[O:16].C(=O)([O-])[O-].[K+].[K+]. The catalyst is CN(C=O)C. The product is [N+:15]([C:10]1[CH:11]=[CH:12][CH:13]=[CH:14][C:9]=1[S:1][C:2]1[CH:7]=[CH:6][N:5]=[CH:4][CH:3]=1)([O-:17])=[O:16]. The yield is 0.570.